This data is from Reaction yield outcomes from USPTO patents with 853,638 reactions. The task is: Predict the reaction yield, written as a fraction of the theoretical maximum amount of product (1.0 means a 100% yield; for example, 0.34 means a 34% yield). The reactants are [CH2:1]([O:8][C:9]1[CH:16]=[CH:15][C:12]([C:13]#[N:14])=[CH:11][C:10]=1[OH:17])[C:2]1[CH:7]=[CH:6][CH:5]=[CH:4][CH:3]=1.CC(C)([O-])C.[K+].[CH3:24][O:25][CH2:26]Cl. The catalyst is CS(C)=O.C(OCC)(=O)C.CCCCCC. The product is [CH2:1]([O:8][C:9]1[CH:16]=[CH:15][C:12]([C:13]#[N:14])=[CH:11][C:10]=1[O:17][CH2:24][O:25][CH3:26])[C:2]1[CH:3]=[CH:4][CH:5]=[CH:6][CH:7]=1. The yield is 0.853.